Dataset: Catalyst prediction with 721,799 reactions and 888 catalyst types from USPTO. Task: Predict which catalyst facilitates the given reaction. (1) Reactant: C[O:2][C:3](=O)[C:4]1[CH:9]=[C:8]([Cl:10])[CH:7]=[C:6]([CH3:11])[C:5]=1[NH2:12].C(O)CO.[CH3:18][NH2:19].O. Product: [NH2:12][C:5]1[C:6]([CH3:11])=[CH:7][C:8]([Cl:10])=[CH:9][C:4]=1[C:3]([NH:19][CH3:18])=[O:2]. The catalyst class is: 10. (2) Reactant: [CH2:1]([C@@H:8]1[NH:13][CH2:12][CH2:11][N:10]([C:14]2[CH:19]=[CH:18][C:17]([O:20][CH3:21])=[C:16]([O:22][CH:23]3[CH2:27][CH2:26][CH2:25][CH2:24]3)[CH:15]=2)[CH2:9]1)[C:2]1[CH:7]=[CH:6][CH:5]=[CH:4][CH:3]=1.[CH3:28][C:29]1[NH:33][N:32]=[C:31]([CH2:34][C:35](O)=[O:36])[N:30]=1.C(N(C(C)C)CC)(C)C.CN(C(ON1N=NC2C=CC=NC1=2)=[N+](C)C)C.F[P-](F)(F)(F)(F)F. Product: [CH2:1]([C@H:8]1[CH2:9][N:10]([C:14]2[CH:19]=[CH:18][C:17]([O:20][CH3:21])=[C:16]([O:22][CH:23]3[CH2:27][CH2:26][CH2:25][CH2:24]3)[CH:15]=2)[CH2:11][CH2:12][N:13]1[C:35](=[O:36])[CH2:34][C:31]1[N:30]=[C:29]([CH3:28])[NH:33][N:32]=1)[C:2]1[CH:3]=[CH:4][CH:5]=[CH:6][CH:7]=1. The catalyst class is: 59. (3) Reactant: [CH3:1][C:2]1([CH3:32])[CH2:7][CH2:6][C:5]([C:8]2[CH:13]=[C:12]([C:14]3([CH:20]=O)[CH2:19][CH2:18][O:17][CH2:16][CH2:15]3)[CH:11]=[CH:10][C:9]=2[NH:22][C:23]([C:25]2[NH:26][CH:27]=[C:28]([C:30]#[N:31])[N:29]=2)=[O:24])=[CH:4][CH2:3]1.[NH:33]1[CH2:38][CH2:37][O:36][CH2:35][CH2:34]1.C(O[BH-](OC(=O)C)OC(=O)C)(=O)C.[Na+].CCOC(C)=O.C(Cl)Cl. Product: [CH3:1][C:2]1([CH3:32])[CH2:7][CH2:6][C:5]([C:8]2[CH:13]=[C:12]([C:14]3([CH2:20][N:33]4[CH2:38][CH2:37][O:36][CH2:35][CH2:34]4)[CH2:19][CH2:18][O:17][CH2:16][CH2:15]3)[CH:11]=[CH:10][C:9]=2[NH:22][C:23]([C:25]2[NH:26][CH:27]=[C:28]([C:30]#[N:31])[N:29]=2)=[O:24])=[CH:4][CH2:3]1. The catalyst class is: 100. (4) Reactant: [C:1]([N:5]1[C:9]([NH:10][C:11]2[N:16]=[C:15]([CH2:17][C:18]3([C:31]([O:33][CH2:34][CH3:35])=[O:32])[CH2:23][CH2:22][N:21]([C:24]([O:26][C:27]([CH3:30])([CH3:29])[CH3:28])=[O:25])[CH2:20][CH2:19]3)[CH:14]=[C:13]([OH:36])[CH:12]=2)=[CH:8][CH:7]=[N:6]1)([CH3:4])([CH3:3])[CH3:2].C(N(CC)C(C)C)(C)C.[F:46][C:47]([F:60])([F:59])[S:48](O[S:48]([C:47]([F:60])([F:59])[F:46])(=[O:50])=[O:49])(=[O:50])=[O:49].O. Product: [C:1]([N:5]1[C:9]([NH:10][C:11]2[N:16]=[C:15]([CH2:17][C:18]3([C:31]([O:33][CH2:34][CH3:35])=[O:32])[CH2:23][CH2:22][N:21]([C:24]([O:26][C:27]([CH3:29])([CH3:28])[CH3:30])=[O:25])[CH2:20][CH2:19]3)[CH:14]=[C:13]([O:36][S:48]([C:47]([F:60])([F:59])[F:46])(=[O:50])=[O:49])[CH:12]=2)=[CH:8][CH:7]=[N:6]1)([CH3:2])([CH3:3])[CH3:4]. The catalyst class is: 22. (5) Reactant: [C:1]([N:8]1[CH2:14][CH2:13][CH2:12][C@H:9]1[CH:10]=O)([O:3][C:4]([CH3:7])([CH3:6])[CH3:5])=[O:2].C1C=CC(P(C2C=CC=CC=2)C2C=CC=CC=2)=CC=1.[C:34](Br)(Br)([Br:36])[Br:35].C([O-])(O)=O.[Na+]. Product: [C:4]([O:3][C:1]([N:8]1[CH2:14][CH2:13][CH2:12][CH:9]1[CH:10]=[C:34]([Br:36])[Br:35])=[O:2])([CH3:7])([CH3:6])[CH3:5]. The catalyst class is: 2. (6) Reactant: C(Cl)(=O)C(Cl)=O.CS(C)=O.[OH:11][CH2:12][CH2:13][N:14]1[C:19]2[CH:20]=[C:21]([O:24][CH3:25])[CH:22]=[CH:23][C:18]=2[O:17][CH2:16][C:15]1=[O:26].C(N(CC)CC)C. Product: [CH3:25][O:24][C:21]1[CH:22]=[CH:23][C:18]2[O:17][CH2:16][C:15](=[O:26])[N:14]([CH2:13][CH:12]=[O:11])[C:19]=2[CH:20]=1. The catalyst class is: 4.